From a dataset of Peptide-MHC class II binding affinity with 134,281 pairs from IEDB. Regression. Given a peptide amino acid sequence and an MHC pseudo amino acid sequence, predict their binding affinity value. This is MHC class II binding data. The peptide sequence is PTPVNIIGRNMLTQIGC. The MHC is DRB3_0202 with pseudo-sequence DRB3_0202. The binding affinity (normalized) is 0.210.